From a dataset of Full USPTO retrosynthesis dataset with 1.9M reactions from patents (1976-2016). Predict the reactants needed to synthesize the given product. Given the product [NH2:29][CH2:30][C:31]1[CH:36]=[C:35]([C:2]2[CH:20]=[C:19]([O:21][CH2:22][C@H:23]3[CH2:27][CH2:26][CH2:25][O:24]3)[CH:18]=[C:4]([CH2:5][O:6][C:7]3[CH:12]=[CH:11][CH:10]=[CH:9][C:8]=3[CH2:13][C:14]([OH:16])=[O:15])[CH:3]=2)[CH:34]=[CH:33][CH:32]=1, predict the reactants needed to synthesize it. The reactants are: Br[C:2]1[CH:3]=[C:4]([CH:18]=[C:19]([O:21][CH2:22][C@H:23]2[CH2:27][CH2:26][CH2:25][O:24]2)[CH:20]=1)[CH2:5][O:6][C:7]1[CH:12]=[CH:11][CH:10]=[CH:9][C:8]=1[CH2:13][C:14]([O:16]C)=[O:15].Cl.[NH2:29][CH2:30][C:31]1[CH:32]=[C:33](B(O)O)[CH:34]=[CH:35][CH:36]=1.[O-]P([O-])([O-])=O.[K+].[K+].[K+].C(Cl)Cl.[OH-].[Na+].